Dataset: Peptide-MHC class I binding affinity with 185,985 pairs from IEDB/IMGT. Task: Regression. Given a peptide amino acid sequence and an MHC pseudo amino acid sequence, predict their binding affinity value. This is MHC class I binding data. (1) The peptide sequence is REILFHNTM. The MHC is HLA-A03:01 with pseudo-sequence HLA-A03:01. The binding affinity (normalized) is 0.0847. (2) The peptide sequence is YLHDPLTPY. The MHC is HLA-B08:01 with pseudo-sequence HLA-B08:01. The binding affinity (normalized) is 0.0847. (3) The peptide sequence is CKTILKALG. The MHC is HLA-B58:02 with pseudo-sequence HLA-B58:02. The binding affinity (normalized) is 0. (4) The peptide sequence is GQFLSFASL. The MHC is HLA-A02:06 with pseudo-sequence HLA-A02:06. The binding affinity (normalized) is 0.567. (5) The peptide sequence is TSLAIKNYYR. The MHC is HLA-A11:01 with pseudo-sequence HLA-A11:01. The binding affinity (normalized) is 1.00.